Dataset: Catalyst prediction with 721,799 reactions and 888 catalyst types from USPTO. Task: Predict which catalyst facilitates the given reaction. (1) Reactant: C([O:5][C:6](=[O:33])[CH2:7][CH2:8][NH:9][CH2:10][CH2:11][C:12]1[CH:21]=[CH:20][C:19]2[C:14](=[CH:15][CH:16]=[C:17]([O:22][CH:23]3[CH2:28][CH2:27][CH:26]([C:29]([CH3:32])([CH3:31])[CH3:30])[CH2:25][CH2:24]3)[CH:18]=2)[CH:13]=1)(C)(C)C. Product: [C:29]([CH:26]1[CH2:25][CH2:24][CH:23]([O:22][C:17]2[CH:18]=[C:19]3[C:14](=[CH:15][CH:16]=2)[CH:13]=[C:12]([CH2:11][CH2:10][NH:9][CH2:8][CH2:7][C:6]([OH:33])=[O:5])[CH:21]=[CH:20]3)[CH2:28][CH2:27]1)([CH3:32])([CH3:30])[CH3:31]. The catalyst class is: 89. (2) Reactant: C[Al](C)C.[CH2:5]([N:7]1[CH2:12][CH2:11][CH:10]([C:13]2[CH:22]=[CH:21][C:16]([C:17]([O:19]C)=O)=[CH:15][CH:14]=2)[CH2:9][CH2:8]1)[CH3:6].[CH3:23][O:24][C:25]1[CH:26]=[C:27]([CH2:33][CH2:34][C:35]2[CH:36]=[C:37]([NH2:40])[NH:38][N:39]=2)[CH:28]=[C:29]([O:31][CH3:32])[CH:30]=1. Product: [CH3:32][O:31][C:29]1[CH:28]=[C:27]([CH2:33][CH2:34][C:35]2[CH:36]=[C:37]([NH:40][C:17](=[O:19])[C:16]3[CH:15]=[CH:14][C:13]([CH:10]4[CH2:9][CH2:8][N:7]([CH2:5][CH3:6])[CH2:12][CH2:11]4)=[CH:22][CH:21]=3)[NH:38][N:39]=2)[CH:26]=[C:25]([O:24][CH3:23])[CH:30]=1. The catalyst class is: 11. (3) Reactant: COC1C=CC(C[N:8](CC2C=CC(OC)=CC=2)[C:9]2[N:14]=[CH:13][C:12]([C:15]3[C:16]4[CH2:29][CH2:28][N:27]([C:30]5[CH:38]=[CH:37][C:33]([C:34](O)=[O:35])=[CH:32][CH:31]=5)[C:17]=4[N:18]=[C:19]([N:21]4[CH2:26][CH2:25][O:24][CH2:23][CH2:22]4)[N:20]=3)=[CH:11][N:10]=2)=CC=1.CC[N:52](C(C)C)C(C)C.C1C=C2N=NN(O)C2=CC=1.O.CCN=C=NCCCN(C)C.Cl.[Cl-].[NH4+]. Product: [NH2:8][C:9]1[N:14]=[CH:13][C:12]([C:15]2[C:16]3[CH2:29][CH2:28][N:27]([C:30]4[CH:31]=[CH:32][C:33]([C:34]([NH2:52])=[O:35])=[CH:37][CH:38]=4)[C:17]=3[N:18]=[C:19]([N:21]3[CH2:22][CH2:23][O:24][CH2:25][CH2:26]3)[N:20]=2)=[CH:11][N:10]=1. The catalyst class is: 35. (4) Reactant: CC1(C)C(C)(C)OB([C:9]2[CH:26]=[CH:25][C:12]3[CH2:13][CH2:14][N:15]([C:18]([O:20][C:21]([CH3:24])([CH3:23])[CH3:22])=[O:19])[CH2:16][CH2:17][C:11]=3[CH:10]=2)O1.Br[C:29]1[S:30][C:31]([C:34]2[CH:39]=[CH:38][C:37]([O:40][CH:41]([CH3:43])[CH3:42])=[C:36]([Cl:44])[CH:35]=2)=[N:32][N:33]=1.C([O-])(O)=O.[Na+]. Product: [Cl:44][C:36]1[CH:35]=[C:34]([C:31]2[S:30][C:29]([C:9]3[CH:26]=[CH:25][C:12]4[CH2:13][CH2:14][N:15]([C:18]([O:20][C:21]([CH3:22])([CH3:24])[CH3:23])=[O:19])[CH2:16][CH2:17][C:11]=4[CH:10]=3)=[N:33][N:32]=2)[CH:39]=[CH:38][C:37]=1[O:40][CH:41]([CH3:42])[CH3:43]. The catalyst class is: 75. (5) Reactant: C([O:8][C:9]([C@H:11]1[CH2:16][N:15]([C:17]2[S:18][C:19]([C:23]([O:25][C:26]([CH3:29])([CH3:28])[CH3:27])=[O:24])=[C:20]([CH3:22])[N:21]=2)[CH2:14][CH2:13][N:12]1[S:30]([C:33]1[CH:38]=[CH:37][C:36]([O:39][C:40]([F:43])([F:42])[F:41])=[CH:35][CH:34]=1)(=[O:32])=[O:31])=[O:10])C1C=CC=CC=1.C(O)(=O)C. Product: [C:26]([O:25][C:23]([C:19]1[S:18][C:17]([N:15]2[CH2:14][CH2:13][N:12]([S:30]([C:33]3[CH:34]=[CH:35][C:36]([O:39][C:40]([F:43])([F:41])[F:42])=[CH:37][CH:38]=3)(=[O:32])=[O:31])[C@@H:11]([C:9]([OH:10])=[O:8])[CH2:16]2)=[N:21][C:20]=1[CH3:22])=[O:24])([CH3:29])([CH3:28])[CH3:27]. The catalyst class is: 129. (6) Reactant: [CH:1]1[C:13]2[CH2:12][C:11]3[C:6](=[CH:7][CH:8]=[CH:9][CH:10]=3)[C:5]=2[CH:4]=[CH:3][CH:2]=1.C=O.O.[C:17](=O)(O)[O-:18].[Na+]. Product: [C:1]1([CH2:17][OH:18])[C:13]2[CH2:12][C:11]3[C:6](=[CH:7][CH:8]=[CH:9][CH:10]=3)[C:5]=2[CH:4]=[CH:3][CH:2]=1. The catalyst class is: 1. (7) Reactant: B(F)(F)F.CCOCC.[N:10]([CH2:13][C@H:14]1[O:23][CH:18]([O:19][C:20](=O)[CH3:21])[C@H:17]([O:24][C:25](=[O:27])[CH3:26])[C@@H:16]([O:28][C:29](=[O:31])[CH3:30])[C@H:15]1[O:32][C:33](=[O:35])[CH3:34])=[N+:11]=[N-:12].[CH:36]1[C:41]([N+:42]([O-:44])=[O:43])=[CH:40][CH:39]=C(O)C=1.CCOCC. Product: [C:25]([O:24][C@@H:17]1[C@@H:16]([O:28][C:29](=[O:31])[CH3:30])[C@@H:15]([O:32][C:33](=[O:35])[CH3:34])[C@@H:14]([CH2:13][N:10]=[N+:11]=[N-:12])[O:23][C@@H:18]1[O:19][C:20]1[CH:39]=[CH:40][C:41]([N+:42]([O-:44])=[O:43])=[CH:36][CH:21]=1)(=[O:27])[CH3:26]. The catalyst class is: 2. (8) Reactant: [C:1]([C:4]1[C:5]([O:19][CH3:20])=[C:6]([CH:12]2[CH2:17][NH:16][C:15](=[O:18])[CH2:14][O:13]2)[C:7]([CH3:11])=[C:8]([Cl:10])[CH:9]=1)(=[O:3])[CH3:2].[BH4-].[Na+]. Product: [Cl:10][C:8]1[C:7]([CH3:11])=[C:6]([CH:12]2[CH2:17][NH:16][C:15](=[O:18])[CH2:14][O:13]2)[C:5]([O:19][CH3:20])=[C:4]([CH:1]([OH:3])[CH3:2])[CH:9]=1. The catalyst class is: 5. (9) Reactant: [CH3:1][C:2]1[CH:3]=[N:4][CH:5]=[C:6]([CH:10]=1)[C:7]([OH:9])=O.C(N1C=CN=C1)(N1C=CN=C1)=O.[NH2:23][C@H:24]1[CH2:29][C:28]2[C:30]([N:34]3[CH2:39][CH2:38][N:37]([CH3:40])[CH2:36][CH2:35]3)=[CH:31][CH:32]=[CH:33][C:27]=2[O:26][CH2:25]1. Product: [CH3:40][N:37]1[CH2:38][CH2:39][N:34]([C:30]2[C:28]3[CH2:29][C@H:24]([NH:23][C:7]([C:6]4[CH:5]=[N:4][CH:3]=[C:2]([CH3:1])[CH:10]=4)=[O:9])[CH2:25][O:26][C:27]=3[CH:33]=[CH:32][CH:31]=2)[CH2:35][CH2:36]1. The catalyst class is: 9. (10) Reactant: [NH2:1][C:2]1[NH:6][N:5]=[CH:4][C:3]=1[C:7]#[N:8].[O:9]1[C:13]2[CH:14]=[CH:15][C:16]([C:18](=O)[CH2:19][C:20](OCC)=[O:21])=[CH:17][C:12]=2[CH:11]=[N:10]1.CC1C=CC(S(O)(=O)=O)=CC=1.CO. Product: [C:11]([C:12]1[CH:17]=[C:16]([C:18]2[NH:1][C:2]3[N:6]([N:5]=[CH:4][C:3]=3[C:7]#[N:8])[C:20](=[O:21])[CH:19]=2)[CH:15]=[CH:14][C:13]=1[OH:9])#[N:10]. The catalyst class is: 114.